Dataset: Catalyst prediction with 721,799 reactions and 888 catalyst types from USPTO. Task: Predict which catalyst facilitates the given reaction. Reactant: [CH3:1][O:2][C:3]1[C:15]2[C:14]3[C:9](=[CH:10][C:11]([CH2:16][OH:17])=[CH:12][CH:13]=3)[C:8](=[O:18])[C:7]=2[CH:6]=[CH:5][CH:4]=1.C[N+]1([O-])CCOCC1.[O-][Si]([O-])=O.[Mg+2]. Product: [CH3:1][O:2][C:3]1[C:15]2[C:14]3[C:9](=[CH:10][C:11]([CH:16]=[O:17])=[CH:12][CH:13]=3)[C:8](=[O:18])[C:7]=2[CH:6]=[CH:5][CH:4]=1. The catalyst class is: 678.